This data is from Retrosynthesis with 50K atom-mapped reactions and 10 reaction types from USPTO. The task is: Predict the reactants needed to synthesize the given product. (1) The reactants are: CCOC(=O)CC1CC2CCN1CC2. Given the product OCCC1CC2CCN1CC2, predict the reactants needed to synthesize it. (2) The reactants are: CC(C)S(=O)(=O)NC1CCCC1O. Given the product CC(C)S(=O)(=O)NC1CCCC1=O, predict the reactants needed to synthesize it.